This data is from Full USPTO retrosynthesis dataset with 1.9M reactions from patents (1976-2016). The task is: Predict the reactants needed to synthesize the given product. (1) Given the product [C:1]([C:5]1[N:6]=[C:7]([NH:10][C:11]([C:13]2[CH:35]=[CH:34][N:16]3[C:17](=[O:33])[C:18](/[CH:27]=[CH:28]/[C:29]([OH:31])=[O:30])=[C:19]([N:21]4[CH2:22][CH2:23][O:24][CH2:25][CH2:26]4)[N:20]=[C:15]3[CH:14]=2)=[O:12])[S:8][CH:9]=1)([CH3:4])([CH3:2])[CH3:3], predict the reactants needed to synthesize it. The reactants are: [C:1]([C:5]1[N:6]=[C:7]([NH:10][C:11]([C:13]2[CH:35]=[CH:34][N:16]3[C:17](=[O:33])[C:18](/[CH:27]=[CH:28]/[C:29]([O:31]C)=[O:30])=[C:19]([N:21]4[CH2:26][CH2:25][O:24][CH2:23][CH2:22]4)[N:20]=[C:15]3[CH:14]=2)=[O:12])[S:8][CH:9]=1)([CH3:4])([CH3:3])[CH3:2].CO.[OH-].[Na+].Cl. (2) Given the product [C:1]([O:5][C:6](=[O:14])[NH:7][C@H:8]1[CH2:12][CH2:11][N:10]([CH2:16][C:17]2[CH:26]=[C:25]3[C:20]([CH:21]=[CH:22][C:23]([Cl:27])=[N:24]3)=[CH:19][CH:18]=2)[C:9]1=[O:13])([CH3:4])([CH3:2])[CH3:3], predict the reactants needed to synthesize it. The reactants are: [C:1]([O:5][C:6](=[O:14])[NH:7][C@H:8]1[CH2:12][CH2:11][NH:10][C:9]1=[O:13])([CH3:4])([CH3:3])[CH3:2].Br[CH2:16][C:17]1[CH:26]=[C:25]2[C:20]([CH:21]=[CH:22][C:23]([Cl:27])=[N:24]2)=[CH:19][CH:18]=1.